This data is from Catalyst prediction with 721,799 reactions and 888 catalyst types from USPTO. The task is: Predict which catalyst facilitates the given reaction. (1) Reactant: O[C:2]1([C:13]([F:16])([F:15])[F:14])[NH:6][N:5]=[C:4]([C:7]2[CH:12]=[CH:11][CH:10]=[CH:9][N:8]=2)[CH2:3]1.S(=O)(=O)(O)O. Product: [N:8]1[CH:9]=[CH:10][CH:11]=[CH:12][C:7]=1[C:4]1[CH:3]=[C:2]([C:13]([F:16])([F:14])[F:15])[NH:6][N:5]=1. The catalyst class is: 8. (2) Reactant: [Br:1][C:2]1[CH:3]=[C:4]([NH2:9])[C:5]([NH2:8])=[CH:6][CH:7]=1.COCCOC.CO.[CH3:18][O:19][C:20]([NH:22][C:23](=NC(OC)=O)SC)=[O:21]. Product: [Br:1][C:2]1[CH:7]=[CH:6][C:5]2[N:8]=[C:23]([NH:22][C:20](=[O:21])[O:19][CH3:18])[NH:9][C:4]=2[CH:3]=1. The catalyst class is: 27.